This data is from Forward reaction prediction with 1.9M reactions from USPTO patents (1976-2016). The task is: Predict the product of the given reaction. (1) Given the reactants [Br:1][C:2]1[N:7]=[C:6]([C:8](=[O:11])[NH:9][CH3:10])[C:5]([NH:12][C:13]2[C:18]([C:19]([F:22])([F:21])[F:20])=[CH:17][N:16]=[C:15]([NH:23][C:24]3[CH:36]=[CH:35][C:27]([CH2:28][CH2:29][CH2:30][CH2:31][PH:32](=[O:34])[OH:33])=[CH:26][C:25]=3[O:37][CH3:38])[N:14]=2)=[CH:4][CH:3]=1.[CH3:39][C:40]([CH3:58])([CH2:43][N:44]1[CH:48]=[C:47]([B:49]2[O:53][C:52]([CH3:55])([CH3:54])[C:51]([CH3:57])([CH3:56])[O:50]2)[CH:46]=[N:45]1)[CH2:41]O.CN1C=CN=C1.F[P-](F)(F)(F)(F)F.N1(O[P+](N2CCCC2)(N2CCCC2)N2CCCC2)C2C=CC=CC=2N=N1, predict the reaction product. The product is: [Br:1][C:2]1[N:7]=[C:6]([C:8](=[O:11])[NH:9][CH3:10])[C:5]([NH:12][C:13]2[C:18]([C:19]([F:22])([F:20])[F:21])=[CH:17][N:16]=[C:15]([NH:23][C:24]3[CH:36]=[CH:35][C:27]([CH2:28][CH2:29][CH2:30][CH2:31][PH:32](=[O:33])[O:34][CH2:39][C:40]([CH3:58])([CH3:41])[CH2:43][N:44]4[CH:48]=[C:47]([B:49]5[O:53][C:52]([CH3:55])([CH3:54])[C:51]([CH3:57])([CH3:56])[O:50]5)[CH:46]=[N:45]4)=[CH:26][C:25]=3[O:37][CH3:38])[N:14]=2)=[CH:4][CH:3]=1. (2) The product is: [O:6]=[C:7]1[NH:11][C@H:10]([C:12]([O:14][C:24]([CH3:27])([CH3:26])[CH3:25])=[O:13])[CH2:9][CH2:8]1. Given the reactants Cl(O)(=O)(=O)=O.[O:6]=[C:7]1[NH:11][C@H:10]([C:12]([OH:14])=[O:13])[CH2:9][CH2:8]1.C(=O)(O)[O-].[Na+].C(O[C:24]([CH3:27])([CH3:26])[CH3:25])(=O)C, predict the reaction product. (3) Given the reactants [CH2:1]([N:5]([CH2:9][CH2:10][CH2:11][CH3:12])[CH2:6][CH2:7][NH2:8])[CH2:2][CH2:3][CH3:4].[C:13]([C:15]1[C:23]2[C:18](=[CH:19][CH:20]=[C:21]([CH2:24][CH2:25][NH:26][C:27](=[O:41])[C:28]3[CH:33]=[CH:32][C:31]([C:34]4[CH:39]=[CH:38][N:37]=[C:36](Cl)[N:35]=4)=[CH:30][CH:29]=3)[CH:22]=2)[NH:17][CH:16]=1)#[N:14], predict the reaction product. The product is: [C:13]([C:15]1[C:23]2[C:18](=[CH:19][CH:20]=[C:21]([CH2:24][CH2:25][NH:26][C:27](=[O:41])[C:28]3[CH:33]=[CH:32][C:31]([C:34]4[CH:39]=[CH:38][N:37]=[C:36]([NH:8][CH2:7][CH2:6][N:5]([CH2:9][CH2:10][CH2:11][CH3:12])[CH2:1][CH2:2][CH2:3][CH3:4])[N:35]=4)=[CH:30][CH:29]=3)[CH:22]=2)[NH:17][CH:16]=1)#[N:14]. (4) Given the reactants [CH3:1][O:2][CH2:3][CH2:4][CH2:5][O:6][C:7]1[CH:8]=[C:9]([CH:39]=[CH:40][C:41]=1[O:42][CH3:43])[CH2:10][C@H:11]([CH:36]([CH3:38])[CH3:37])[CH2:12][C@H:13]([NH:28]C(OC(C)(C)C)=O)[C@@H:14]([OH:27])[CH2:15][NH:16][C:17]([NH:19][CH2:20][C:21]1[CH:26]=[CH:25][CH:24]=[CH:23][CH:22]=1)=[O:18].[ClH:44].O1CCOCC1, predict the reaction product. The product is: [CH3:1][O:2][CH2:3][CH2:4][CH2:5][O:6][C:7]1[CH:8]=[C:9]([CH:39]=[CH:40][C:41]=1[O:42][CH3:43])[CH2:10][C@H:11]([CH:36]([CH3:38])[CH3:37])[CH2:12][C@H:13]([NH2:28])[C@@H:14]([OH:27])[CH2:15][NH:16][C:17]([NH:19][CH2:20][C:21]1[CH:26]=[CH:25][CH:24]=[CH:23][CH:22]=1)=[O:18].[ClH:44]. (5) Given the reactants CC1(C)C(C)(C)OB([C:9]2[CH2:14][CH2:13][CH:12]([CH2:15][C:16]([O:18][CH2:19][CH3:20])=[O:17])[CH2:11][CH:10]=2)O1.Br[C:23]1[CH:24]=[N:25][C:26]2[C:31]([CH:32]=1)=[CH:30][CH:29]=[CH:28][CH:27]=2.C(=O)([O-])[O-].[K+].[K+].N#N, predict the reaction product. The product is: [N:25]1[C:26]2[C:31](=[CH:30][CH:29]=[CH:28][CH:27]=2)[CH:32]=[C:23]([C:9]2[CH2:14][CH2:13][CH:12]([CH2:15][C:16]([O:18][CH2:19][CH3:20])=[O:17])[CH2:11][CH:10]=2)[CH:24]=1. (6) Given the reactants COC1C=CC(C[N:8]2[CH2:13][C:12]3[C:14]([O:18][C:19]4[CH:27]=[C:26]5[C:22]([C:23]([NH:29][C:30]([C:32]6[C:33](=[O:45])[N:34]([C:38]7[CH:43]=[CH:42][C:41]([F:44])=[CH:40][CH:39]=7)[CH:35]=[CH:36][CH:37]=6)=[O:31])=[N:24][N:25]5[CH3:28])=[CH:21][CH:20]=4)=[CH:15][CH:16]=[N:17][C:11]=3[NH:10][C:9]2=[O:46])=CC=1.FC(F)(F)C(O)=O, predict the reaction product. The product is: [CH3:28][N:25]1[C:26]2[C:22](=[CH:21][CH:20]=[C:19]([O:18][C:14]3[C:12]4[CH2:13][NH:8][C:9](=[O:46])[NH:10][C:11]=4[N:17]=[CH:16][CH:15]=3)[CH:27]=2)[C:23]([NH:29][C:30]([C:32]2[C:33](=[O:45])[N:34]([C:38]3[CH:39]=[CH:40][C:41]([F:44])=[CH:42][CH:43]=3)[CH:35]=[CH:36][CH:37]=2)=[O:31])=[N:24]1. (7) The product is: [CH3:19][N:15]1[C:16]2[C:11](=[CH:10][C:9]([C:5]3[CH:4]=[C:3]([CH2:2][NH:1][C:58]([C:56]4[O:55][N:54]=[C:53]([O:52][CH3:51])[CH:57]=4)=[O:59])[CH:8]=[N:7][CH:6]=3)=[CH:18][CH:17]=2)[CH2:12][CH2:13][C:14]1=[O:20]. Given the reactants [NH2:1][CH2:2][C:3]1[CH:4]=[C:5]([C:9]2[CH:10]=[C:11]3[C:16](=[CH:17][CH:18]=2)[N:15]([CH3:19])[C:14](=[O:20])[CH2:13][CH2:12]3)[CH:6]=[N:7][CH:8]=1.CCN=C=NCCCN(C)C.OC1C2N=NNC=2C=CC=1.CCN(C(C)C)C(C)C.[CH3:51][O:52][C:53]1[CH:57]=[C:56]([C:58](O)=[O:59])[O:55][N:54]=1.C([O-])(O)=O.[Na+], predict the reaction product.